From a dataset of Full USPTO retrosynthesis dataset with 1.9M reactions from patents (1976-2016). Predict the reactants needed to synthesize the given product. Given the product [N:29]([CH2:12][CH:13]1[CH2:17][C:16]2[CH:18]=[CH:19][CH:20]=[C:21]([C:22]3[CH:27]=[CH:26][CH:25]=[CH:24][C:23]=3[CH3:28])[C:15]=2[O:14]1)=[N+:30]=[N-:31], predict the reactants needed to synthesize it. The reactants are: CC1C=CC(S(O[CH2:12][CH:13]2[CH2:17][C:16]3[CH:18]=[CH:19][CH:20]=[C:21]([C:22]4[CH:27]=[CH:26][CH:25]=[CH:24][C:23]=4[CH3:28])[C:15]=3[O:14]2)(=O)=O)=CC=1.[N-:29]=[N+:30]=[N-:31].[Na+].